From a dataset of Reaction yield outcomes from USPTO patents with 853,638 reactions. Predict the reaction yield, written as a fraction of the theoretical maximum amount of product (1.0 means a 100% yield; for example, 0.34 means a 34% yield). (1) The reactants are [CH3:1][C:2]1[CH:11]=[CH:10][C:9]2[C:4](=[CH:5][CH:6]=[CH:7][C:8]=2[N:12]2[CH2:17][CH2:16][N:15]([CH2:18][CH2:19][C:20]3[CH:21]=[C:22]([N:26]4[CH2:30][CH2:29][NH:28][C:27]4=[O:31])[CH:23]=[CH:24][CH:25]=3)[CH2:14][CH2:13]2)[N:3]=1.[CH3:32]I.[H-].[Na+]. The catalyst is C1COCC1. The product is [CH3:32][N:28]1[CH2:29][CH2:30][N:26]([C:22]2[CH:23]=[CH:24][CH:25]=[C:20]([CH2:19][CH2:18][N:15]3[CH2:16][CH2:17][N:12]([C:8]4[CH:7]=[CH:6][CH:5]=[C:4]5[C:9]=4[CH:10]=[CH:11][C:2]([CH3:1])=[N:3]5)[CH2:13][CH2:14]3)[CH:21]=2)[C:27]1=[O:31]. The yield is 0.450. (2) The reactants are Br[CH2:2][CH2:3][O:4][Si:5]([C:8]([CH3:11])([CH3:10])[CH3:9])([CH3:7])[CH3:6].[O:12]=[C:13]1[NH:18][CH2:17][CH2:16][N:15]([C:19]([O:21][C:22]([CH3:25])([CH3:24])[CH3:23])=[O:20])[CH2:14]1.[OH-].[K+]. The catalyst is O1CCCC1.[Br-].C([N+](CCCC)(CCCC)CCCC)CCC. The product is [Si:5]([O:4][CH2:3][CH2:2][N:18]1[CH2:17][CH2:16][N:15]([C:19]([O:21][C:22]([CH3:24])([CH3:23])[CH3:25])=[O:20])[CH2:14][C:13]1=[O:12])([C:8]([CH3:11])([CH3:10])[CH3:9])([CH3:7])[CH3:6]. The yield is 0.450. (3) The reactants are [C:1]1([S:7][C:8]2[CH:9]=[C:10]([CH:14]([N:18]3[CH:22]=[C:21]([C:23]4[C:24]5[CH:31]=[CH:30][N:29](COCC[Si](C)(C)C)[C:25]=5[N:26]=[CH:27][N:28]=4)[CH:20]=[N:19]3)[CH2:15][C:16]#[N:17])[CH:11]=[N:12][CH:13]=2)[CH:6]=[CH:5][CH:4]=[CH:3][CH:2]=1.C(Cl)Cl.[C:43]([OH:49])([C:45]([F:48])([F:47])[F:46])=[O:44].CO.C(N)CN. No catalyst specified. The product is [F:46][C:45]([F:48])([F:47])[C:43]([OH:49])=[O:44].[C:1]1([S:7][C:8]2[CH:9]=[C:10]([CH:14]([N:18]3[CH:22]=[C:21]([C:23]4[C:24]5[CH:31]=[CH:30][NH:29][C:25]=5[N:26]=[CH:27][N:28]=4)[CH:20]=[N:19]3)[CH2:15][C:16]#[N:17])[CH:11]=[N:12][CH:13]=2)[CH:2]=[CH:3][CH:4]=[CH:5][CH:6]=1. The yield is 0.581.